Regression. Given a peptide amino acid sequence and an MHC pseudo amino acid sequence, predict their binding affinity value. This is MHC class I binding data. From a dataset of Peptide-MHC class I binding affinity with 185,985 pairs from IEDB/IMGT. The peptide sequence is ELDSNLYRI. The MHC is HLA-A02:02 with pseudo-sequence HLA-A02:02. The binding affinity (normalized) is 0.422.